Dataset: Full USPTO retrosynthesis dataset with 1.9M reactions from patents (1976-2016). Task: Predict the reactants needed to synthesize the given product. Given the product [CH:1]1[C:10]2[C:5](=[CH:6][CH:7]=[CH:8][CH:9]=2)[CH:4]=[CH:3][N+:2]=1[O-:19], predict the reactants needed to synthesize it. The reactants are: [CH:1]1[C:10]2[C:5](=[CH:6][CH:7]=[CH:8][CH:9]=2)[CH:4]=[CH:3][N:2]=1.ClC1C=CC=C(C(OO)=[O:19])C=1.